Predict the product of the given reaction. From a dataset of Forward reaction prediction with 1.9M reactions from USPTO patents (1976-2016). (1) Given the reactants [Cl:1][C:2]1[CH:7]=[CH:6][C:5]([O:8][CH3:9])=[CH:4][C:3]=1[C:10]1[CH:20]=[C:19]([CH3:21])[C:13]2[N:14]=[C:15]([NH2:18])[N:16]=[N:17][C:12]=2[CH:11]=1.Br[C:23]1[CH:24]=[C:25]([S:29]([N:32]2[CH2:37][CH2:36][N:35]([CH3:38])[CH2:34][CH2:33]2)(=[O:31])=[O:30])[CH:26]=[CH:27][CH:28]=1.C([O-])([O-])=O.[Cs+].[Cs+].CC1(C)C2C(=C(P(C3C=CC=CC=3)C3C=CC=CC=3)C=CC=2)OC2C(P(C3C=CC=CC=3)C3C=CC=CC=3)=CC=CC1=2, predict the reaction product. The product is: [Cl:1][C:2]1[CH:7]=[CH:6][C:5]([O:8][CH3:9])=[CH:4][C:3]=1[C:10]1[CH:20]=[C:19]([CH3:21])[C:13]2[N:14]=[C:15]([NH:18][C:23]3[CH:28]=[CH:27][CH:26]=[C:25]([S:29]([N:32]4[CH2:37][CH2:36][N:35]([CH3:38])[CH2:34][CH2:33]4)(=[O:31])=[O:30])[CH:24]=3)[N:16]=[N:17][C:12]=2[CH:11]=1. (2) Given the reactants [CH3:1][O:2][C:3]1[CH:12]=[CH:11][C:10]([S:13]([CH3:15])=[O:14])=[CH:9][C:4]=1[C:5]([O:7]C)=[O:6].[OH-].[K+].Cl, predict the reaction product. The product is: [CH3:1][O:2][C:3]1[CH:12]=[CH:11][C:10]([S:13]([CH3:15])=[O:14])=[CH:9][C:4]=1[C:5]([OH:7])=[O:6]. (3) Given the reactants [NH2:1][C@H:2]([C:8]([OH:10])=[O:9])[CH2:3][CH2:4][CH2:5][CH2:6][NH2:7].[C:11](Cl)([C:13]1[CH:18]=[CH:17][CH:16]=[CH:15][CH:14]=1)=[O:12].[OH-].[Na+], predict the reaction product. The product is: [NH2:1][CH:2]([CH2:3][CH2:4][CH2:5][CH2:6][NH:7][C:11](=[O:12])[C:13]1[CH:18]=[CH:17][CH:16]=[CH:15][CH:14]=1)[C:8]([OH:10])=[O:9]. (4) Given the reactants [CH:1]1[C:14]2[CH2:13][C:12]3[C:7](=[CH:8][CH:9]=[CH:10][CH:11]=3)[NH:6][C:5]=2[CH:4]=[CH:3][CH:2]=1.CC(C)([O-])C.[Na+].Br[C:22]1[CH:27]=[CH:26][CH:25]=[CH:24][N:23]=1.C(Cl)Cl, predict the reaction product. The product is: [N:23]1[CH:24]=[CH:25][CH:26]=[CH:27][C:22]=1[N:6]1[C:7]2[C:12](=[CH:11][CH:10]=[CH:9][CH:8]=2)[CH2:13][C:14]2[CH:1]=[CH:2][CH:3]=[CH:4][C:5]1=2. (5) Given the reactants [CH2:1]([O:3][C:4]([C:6]1[NH:7][CH:8]=[C:9]([F:11])[CH:10]=1)=[O:5])[CH3:2].[F:12][B-](F)(F)F.F[B-](F)(F)F.ClC[N+]12CC[N+](F)(CC1)CC2, predict the reaction product. The product is: [CH2:1]([O:3][C:4]([C:6]1[NH:7][C:8]([F:12])=[C:9]([F:11])[CH:10]=1)=[O:5])[CH3:2]. (6) The product is: [NH2:1][C:2]1[CH:21]=[C:20]([C:28]([O:30][CH2:31][CH3:32])=[CH2:29])[C:5]2[N:6]([C:13]3[CH:18]=[CH:17][C:16]([F:19])=[CH:15][CH:14]=3)[C:7](=[O:12])[C:8]([CH3:11])([CH3:10])[O:9][C:4]=2[CH:3]=1. Given the reactants [NH2:1][C:2]1[CH:21]=[C:20](Br)[C:5]2[N:6]([C:13]3[CH:18]=[CH:17][C:16]([F:19])=[CH:15][CH:14]=3)[C:7](=[O:12])[C:8]([CH3:11])([CH3:10])[O:9][C:4]=2[CH:3]=1.C([Sn](CCCC)(CCCC)[C:28]([O:30][CH2:31][CH3:32])=[CH2:29])CCC, predict the reaction product. (7) Given the reactants Cl[C:2]1[C:11]2[C:6](=[CH:7][CH:8]=[CH:9][CH:10]=2)[N:5]=[C:4]([CH3:12])[N:3]=1.[CH3:13][N:14]([CH3:22])[C:15]1[CH:20]=[CH:19][C:18]([NH2:21])=[CH:17][N:16]=1.C([O-])(=O)C.[Na+], predict the reaction product. The product is: [CH3:13][N:14]([CH3:22])[C:15]1[CH:20]=[CH:19][C:18]([NH:21][C:2]2[C:11]3[C:6](=[CH:7][CH:8]=[CH:9][CH:10]=3)[N:5]=[C:4]([CH3:12])[N:3]=2)=[CH:17][N:16]=1.